Dataset: Forward reaction prediction with 1.9M reactions from USPTO patents (1976-2016). Task: Predict the product of the given reaction. (1) Given the reactants [NH2:1][OH:2].[CH3:3][O:4][C:5](=[O:25])[C:6]1[CH:11]=[CH:10][C:9]([O:12][CH2:13][CH2:14][CH2:15][CH:16]2[CH2:21][CH2:20][N:19]([C:22]#[N:23])[CH2:18][CH2:17]2)=[CH:8][C:7]=1[CH3:24], predict the reaction product. The product is: [CH3:3][O:4][C:5](=[O:25])[C:6]1[CH:11]=[CH:10][C:9]([O:12][CH2:13][CH2:14][CH2:15][CH:16]2[CH2:21][CH2:20][N:19]([C:22](=[NH:23])[NH:1][OH:2])[CH2:18][CH2:17]2)=[CH:8][C:7]=1[CH3:24]. (2) Given the reactants [C:1]([O:5][C:6]([NH:8][CH2:9][C@H:10]1[CH2:15][CH2:14][C@H:13]([C:16]([NH:18][C@H:19]([C:37]([NH:39][C:40]2[CH:45]=[CH:44][C:43]([C:46]3[NH:50][C:49]([C:51]([F:59])([F:58])[C:52]([C:55]([OH:57])=[O:56])([F:54])[F:53])=[N:48][N:47]=3)=[CH:42][CH:41]=2)=[O:38])[CH2:20][C:21]2[CH:26]=[CH:25][C:24]([C:27]3[CH:32]=[CH:31][C:30]([C:33](O)=[O:34])=[CH:29][C:28]=3[CH3:36])=[CH:23][CH:22]=2)=[O:17])[CH2:12][CH2:11]1)=[O:7])([CH3:4])([CH3:3])[CH3:2].[CH3:60][NH:61][CH:62]1[CH2:67][CH2:66][N:65]([CH3:68])[CH2:64][CH2:63]1.C(N(CC)C(C)C)(C)C.F[P-](F)(F)(F)(F)F.CN(C(ON1C2=NC=CC=C2N=N1)=[N+](C)C)C, predict the reaction product. The product is: [C:1]([O:5][C:6]([NH:8][CH2:9][C@H:10]1[CH2:11][CH2:12][C@H:13]([C:16]([NH:18][C@@H:19]([CH2:20][C:21]2[CH:22]=[CH:23][C:24]([C:27]3[CH:32]=[CH:31][C:30]([C:33](=[O:34])[N:61]([CH3:60])[CH:62]4[CH2:67][CH2:66][N:65]([CH3:68])[CH2:64][CH2:63]4)=[CH:29][C:28]=3[CH3:36])=[CH:25][CH:26]=2)[C:37]([NH:39][C:40]2[CH:41]=[CH:42][C:43]([C:46]3[NH:50][C:49]([C:51]([F:58])([F:59])[C:52]([F:53])([F:54])[C:55]([OH:57])=[O:56])=[N:48][N:47]=3)=[CH:44][CH:45]=2)=[O:38])=[O:17])[CH2:14][CH2:15]1)=[O:7])([CH3:4])([CH3:3])[CH3:2]. (3) Given the reactants [CH2:1]([O:8][C:9]1[C:10]([C:15]#N)=N[CH:12]=[CH:13][CH:14]=1)[C:2]1[CH:7]=[CH:6][CH:5]=[CH:4][CH:3]=1.C[Mg]Br.O.S(=O)(=O)(O)O.[O:26]1CC[CH2:28][CH2:27]1, predict the reaction product. The product is: [CH2:1]([O:8][C:9]1[CH:14]=[CH:13][CH:12]=[CH:15][C:10]=1[C:27](=[O:26])[CH3:28])[C:2]1[CH:7]=[CH:6][CH:5]=[CH:4][CH:3]=1.